Dataset: Catalyst prediction with 721,799 reactions and 888 catalyst types from USPTO. Task: Predict which catalyst facilitates the given reaction. (1) Reactant: [Cl:1][C:2]1[CH:7]=[CH:6][C:5]([N:8]2[CH2:13][CH2:12][CH:11]([C:14]([OH:16])=O)[CH2:10][CH2:9]2)=[CH:4][CH:3]=1.C(Cl)(=O)C(Cl)=O.[NH2:23][C:24]1[CH:33]=[CH:32][CH:31]=[C:30]2[C:25]=1[CH:26]=[CH:27][C:28](=[O:35])[N:29]2[CH3:34].N1C=CC=CC=1. Product: [Cl:1][C:2]1[CH:3]=[CH:4][C:5]([N:8]2[CH2:9][CH2:10][CH:11]([C:14]([NH:23][C:24]3[CH:33]=[CH:32][CH:31]=[C:30]4[C:25]=3[CH:26]=[CH:27][C:28](=[O:35])[N:29]4[CH3:34])=[O:16])[CH2:12][CH2:13]2)=[CH:6][CH:7]=1. The catalyst class is: 59. (2) Reactant: [CH3:1][C:2]1[N:3]([CH2:11][C:12]([O:14][CH2:15][CH3:16])=[O:13])[C:4]2[CH2:5][CH2:6][CH2:7][CH2:8][C:9]=2[CH:10]=1.[Cl-].C([Al+]CC)C.[N:23]1([S:28]([C:31]2[CH:39]=[CH:38][C:34]([C:35](Cl)=[O:36])=[CH:33][CH:32]=2)(=[O:30])=[O:29])[CH2:27][CH2:26][CH2:25][CH2:24]1.Cl. Product: [CH3:1][C:2]1[N:3]([CH2:11][C:12]([O:14][CH2:15][CH3:16])=[O:13])[C:4]2[CH2:5][CH2:6][CH2:7][CH2:8][C:9]=2[C:10]=1[C:35](=[O:36])[C:34]1[CH:38]=[CH:39][C:31]([S:28]([N:23]2[CH2:27][CH2:26][CH2:25][CH2:24]2)(=[O:30])=[O:29])=[CH:32][CH:33]=1. The catalyst class is: 4.